From a dataset of Full USPTO retrosynthesis dataset with 1.9M reactions from patents (1976-2016). Predict the reactants needed to synthesize the given product. Given the product [BrH:10].[Br:10][CH2:8][C:7]([C:3]1[CH:2]=[N:1][CH:6]=[CH:5][CH:4]=1)=[O:9], predict the reactants needed to synthesize it. The reactants are: [N:1]1[CH:6]=[CH:5][CH:4]=[C:3]([C:7](=[O:9])[CH3:8])[CH:2]=1.[BrH:10].BrBr.